Task: Binary classification across 12 toxicity assays.. Dataset: Tox21: 12 toxicity assays (nuclear receptors and stress response pathways) (1) The drug is C=CC(=O)OCC(C)OCC(C)OCC(C)OC(=O)C=C. It tested positive (active) for: NR-AR-LBD (Androgen Receptor Ligand Binding Domain agonist), NR-ER-LBD (Estrogen Receptor Ligand Binding Domain agonist), NR-PPAR-gamma (PPAR-gamma nuclear receptor agonist), and SR-ATAD5 (ATAD5 genotoxicity (DNA damage)). (2) The molecule is CC(=O)Nc1ccc2c(c1)Cc1cc(NC(C)=O)ccc1-2. It tested positive (active) for: NR-ER (Estrogen Receptor agonist activity). (3) The compound is CC1(C)[C@@H](C(=O)OCc2coc(Cc3ccccc3)c2)[C@H]1/C=C1\CCSC1=O. It tested positive (active) for: SR-ARE (Antioxidant Response Element (oxidative stress)). (4) The drug is O=C(O)c1ccccc1C(=O)Nc1cccc2ccccc12. It tested positive (active) for: NR-AhR (Aryl hydrocarbon Receptor agonist activity), and SR-ARE (Antioxidant Response Element (oxidative stress)). (5) The molecule is O=[N+]([O-])C=Cc1ccccc1. It tested positive (active) for: NR-AR-LBD (Androgen Receptor Ligand Binding Domain agonist), SR-HSE (Heat Shock Element response), and SR-p53 (p53 tumor suppressor activation). (6) It tested positive (active) for: NR-AhR (Aryl hydrocarbon Receptor agonist activity), and SR-ATAD5 (ATAD5 genotoxicity (DNA damage)). The drug is O=C(N/N=C/c1ccccc1O)c1ccncc1. (7) The drug is O=C(NOCC1CC1)c1ccc(F)c(F)c1Nc1ccc(I)cc1Cl. It tested positive (active) for: SR-MMP (Mitochondrial Membrane Potential disruption), and SR-p53 (p53 tumor suppressor activation). (8) The molecule is C[C@]12CC[C@@H]3c4ccc(O)cc4CC[C@H]3[C@@H]1CC[C@H]2O. It tested positive (active) for: NR-AR (Androgen Receptor agonist activity), NR-AR-LBD (Androgen Receptor Ligand Binding Domain agonist), NR-ER (Estrogen Receptor agonist activity), NR-ER-LBD (Estrogen Receptor Ligand Binding Domain agonist), SR-MMP (Mitochondrial Membrane Potential disruption), and SR-p53 (p53 tumor suppressor activation).